This data is from Catalyst prediction with 721,799 reactions and 888 catalyst types from USPTO. The task is: Predict which catalyst facilitates the given reaction. (1) Reactant: [NH2:1][C:2]1[CH:7]=[CH:6][C:5]([N:8]2[CH:13]=[CH:12][C:11]([O:14][CH2:15][C:16]3[CH:21]=[CH:20][C:19]([F:22])=[CH:18][CH:17]=3)=[CH:10][C:9]2=[O:23])=[CH:4][C:3]=1[NH:24][CH3:25].CN(C(ON1N=N[C:36]2C=CC=N[C:35]1=2)=[N+](C)C)C.F[P-](F)(F)(F)(F)F.[C:50](O)(=O)CC.C(N(CC)C(C)C)(C)C.[Cl-].[Cl-].[Ca+2]. Product: [CH2:35]([C:25]1[N:24]([CH3:50])[C:3]2[CH:4]=[C:5]([N:8]3[CH:13]=[CH:12][C:11]([O:14][CH2:15][C:16]4[CH:21]=[CH:20][C:19]([F:22])=[CH:18][CH:17]=4)=[CH:10][C:9]3=[O:23])[CH:6]=[CH:7][C:2]=2[N:1]=1)[CH3:36]. The catalyst class is: 3. (2) Reactant: [NH2:1][C:2]1[CH:18]=[CH:17][C:5]([O:6][CH2:7][C:8]([O:10][CH2:11][CH2:12][Si:13]([CH3:16])([CH3:15])[CH3:14])=[O:9])=[CH:4][C:3]=1[O:19][CH2:20][C:21]1[CH:26]=[CH:25][CH:24]=[CH:23][CH:22]=1.C(=O)([O-])[O-].[K+].[K+].Br[CH2:34][C:35]([O:37][CH3:38])=[O:36].O. Product: [CH3:15][Si:13]([CH3:16])([CH3:14])[CH2:12][CH2:11][O:10][C:8](=[O:9])[CH2:7][O:6][C:5]1[CH:17]=[CH:18][C:2]([NH:1][CH2:34][C:35]([O:37][CH3:38])=[O:36])=[C:3]([O:19][CH2:20][C:21]2[CH:26]=[CH:25][CH:24]=[CH:23][CH:22]=2)[CH:4]=1. The catalyst class is: 3. (3) Reactant: [N+:1]([C:4]1[C:9]([C:10]2[CH:15]=[CH:14][CH:13]=[CH:12][C:11]=2[S:16]([NH:19][CH:20]([CH3:22])[CH3:21])(=[O:18])=[O:17])=[CH:8][CH:7]=[CH:6][N:5]=1)([O-])=O.Cl. Product: [NH2:1][C:4]1[C:9]([C:10]2[CH:15]=[CH:14][CH:13]=[CH:12][C:11]=2[S:16]([NH:19][CH:20]([CH3:22])[CH3:21])(=[O:18])=[O:17])=[CH:8][CH:7]=[CH:6][N:5]=1. The catalyst class is: 8. (4) Reactant: [C:1]([O:6][C@H:7]([O:11][C:12]([NH:14][CH2:15][CH2:16][CH2:17][P:18]([CH2:21][CH2:22][CH2:23][CH3:24])(=[O:20])[OH:19])=[O:13])[CH:8]([CH3:10])[CH3:9])(=[O:5])[CH:2]([CH3:4])[CH3:3].C([O-])(O)=O.[Na+:29]. Product: [Na+:29].[C:1]([O:6][CH:7]([O:11][C:12]([NH:14][CH2:15][CH2:16][CH2:17][P:18]([CH2:21][CH2:22][CH2:23][CH3:24])(=[O:19])[O-:20])=[O:13])[CH:8]([CH3:10])[CH3:9])(=[O:5])[CH:2]([CH3:4])[CH3:3]. The catalyst class is: 192. (5) The catalyst class is: 17. Reactant: [C:1]([C:6]1[CH:11]=[CH:10][C:9]([S:12](Cl)(=[O:14])=[O:13])=[CH:8][CH:7]=1)([CH2:4]C)([CH3:3])C.[CH3:16][C:17]1[CH:21]=[C:20]([NH2:22])[N:19]([C:23]2[CH:32]=[CH:31][CH:30]=[C:29]3[C:24]=2[CH:25]=[CH:26][CH:27]=[N:28]3)[N:18]=1.ClCCl. Product: [CH:1]([C:6]1[CH:7]=[CH:8][C:9]([S:12]([NH:22][C:20]2[N:19]([C:23]3[CH:32]=[CH:31][CH:30]=[C:29]4[C:24]=3[CH:25]=[CH:26][CH:27]=[N:28]4)[N:18]=[C:17]([CH3:16])[CH:21]=2)(=[O:13])=[O:14])=[CH:10][CH:11]=1)([CH3:3])[CH3:4]. (6) Reactant: [Cl:1][C:2]1[CH:7]=[CH:6][C:5]([CH3:8])=[C:4]([O:9][CH2:10][C:11]([OH:13])=O)[CH:3]=1.C(Cl)(=O)C([Cl:17])=O. Product: [Cl:1][C:2]1[CH:7]=[CH:6][C:5]([CH3:8])=[C:4]([O:9][CH2:10][C:11]([Cl:17])=[O:13])[CH:3]=1. The catalyst class is: 120.